From a dataset of Peptide-MHC class I binding affinity with 185,985 pairs from IEDB/IMGT. Regression. Given a peptide amino acid sequence and an MHC pseudo amino acid sequence, predict their binding affinity value. This is MHC class I binding data. (1) The peptide sequence is MVISLLSMIT. The MHC is HLA-A02:01 with pseudo-sequence HLA-A02:01. The binding affinity (normalized) is 0.151. (2) The peptide sequence is KPVPEIKIL. The MHC is HLA-B51:01 with pseudo-sequence HLA-B51:01. The binding affinity (normalized) is 0.259. (3) The peptide sequence is LPFDKPTIM. The MHC is HLA-B53:01 with pseudo-sequence HLA-B53:01. The binding affinity (normalized) is 0.579. (4) The peptide sequence is YVVSRRGDL. The MHC is HLA-B07:02 with pseudo-sequence YYSEYRNIYAQTDESNLYLSYDYYTWAERAYEWY. The binding affinity (normalized) is 0.286. (5) The peptide sequence is GLYSSTVPV. The MHC is Patr-A0701 with pseudo-sequence Patr-A0701. The binding affinity (normalized) is 0.0534. (6) The peptide sequence is HMIVSRQEK. The MHC is HLA-A30:01 with pseudo-sequence HLA-A30:01. The binding affinity (normalized) is 0.735. (7) The peptide sequence is GEIFGLLGP. The MHC is HLA-B27:05 with pseudo-sequence HLA-B27:05. The binding affinity (normalized) is 0.0847. (8) The peptide sequence is KQWRRDNRR. The MHC is Mamu-B03 with pseudo-sequence Mamu-B03. The binding affinity (normalized) is 0.348. (9) The binding affinity (normalized) is 0.296. The peptide sequence is SYRLPSSRKK. The MHC is H-2-Kd with pseudo-sequence H-2-Kd. (10) The peptide sequence is VVYIILAPK. The MHC is HLA-A03:01 with pseudo-sequence HLA-A03:01. The binding affinity (normalized) is 0.476.